From a dataset of Catalyst prediction with 721,799 reactions and 888 catalyst types from USPTO. Predict which catalyst facilitates the given reaction. (1) Reactant: [Br:1][C:2]1[CH:11]=[CH:10][C:9]2[N:8]=[CH:7][C:6]3[NH:12][C:13](=[O:26])[N:14]([C:15]4[CH:20]=[CH:19][C:18]([C:21]([CH3:25])([CH3:24])[C:22]#[N:23])=[CH:17][CH:16]=4)[C:5]=3[C:4]=2[CH:3]=1.C(N(CC)CC)C.[Cl:34][CH2:35][CH2:36][N:37]=[C:38]=[S:39].O. Product: [Br:1][C:2]1[CH:11]=[CH:10][C:9]2[N:8]=[CH:7][C:6]3[N:12]([C:38](=[S:39])[NH:37][CH2:36][CH2:35][Cl:34])[C:13](=[O:26])[N:14]([C:15]4[CH:20]=[CH:19][C:18]([C:21]([C:22]#[N:23])([CH3:24])[CH3:25])=[CH:17][CH:16]=4)[C:5]=3[C:4]=2[CH:3]=1. The catalyst class is: 4. (2) Reactant: CCN(C(C)C)C(C)C.C1C=CC2N(O)N=NC=2C=1.CCN=C=NCCCN(C)C.[OH:31][C:32]1[CH:37]=[CH:36][CH:35]=[CH:34][C:33]=1[C:38]1[NH:42][N:41]=[C:40]([C:43]([NH:45][CH2:46][C:47]([OH:49])=O)=[O:44])[CH:39]=1.Cl.[N:51]1([C:57]([C:59]2[CH:64]=[C:63]([F:65])[C:62]([F:66])=[C:61]([F:67])[CH:60]=2)=[O:58])[CH2:56][CH2:55][NH:54][CH2:53][CH2:52]1.FC1C=C(C=C(F)C=1F)C(O)=O. The catalyst class is: 3. Product: [O:49]=[C:47]([N:54]1[CH2:55][CH2:56][N:51]([C:57](=[O:58])[C:59]2[CH:64]=[C:63]([F:65])[C:62]([F:66])=[C:61]([F:67])[CH:60]=2)[CH2:52][CH2:53]1)[CH2:46][NH:45][C:43]([C:40]1[CH:39]=[C:38]([C:33]2[CH:34]=[CH:35][CH:36]=[CH:37][C:32]=2[OH:31])[NH:42][N:41]=1)=[O:44]. (3) Reactant: [CH2:1]([C:3]1[N:20]([C@@H:21]2[C:29]3[C:24](=[CH:25][C:26]([C:30]4[CH:35]=[CH:34][CH:33]=[CH:32][C:31]=4[C:36]4[N:40](C(C5C=CC=CC=5)(C5C=CC=CC=5)C5C=CC=CC=5)[N:39]=[N:38][N:37]=4)=[CH:27][CH:28]=3)[CH2:23][CH2:22]2)[C:6]2=[N:7][C:8]([CH:12]([C:14]3[CH:19]=[CH:18][CH:17]=[CH:16][CH:15]=3)[OH:13])=[CH:9][C:10]([CH3:11])=[C:5]2[N:4]=1)[CH3:2]. Product: [NH:40]1[C:36]([C:31]2[CH:32]=[CH:33][CH:34]=[CH:35][C:30]=2[C:26]2[CH:25]=[C:24]3[C:29](=[CH:28][CH:27]=2)[C@@H:21]([N:20]2[C:6]4=[N:7][C:8]([CH:12]([C:14]5[CH:19]=[CH:18][CH:17]=[CH:16][CH:15]=5)[OH:13])=[CH:9][C:10]([CH3:11])=[C:5]4[N:4]=[C:3]2[CH2:1][CH3:2])[CH2:22][CH2:23]3)=[N:37][N:38]=[N:39]1. The catalyst class is: 5. (4) Reactant: [OH:1][CH:2]1[CH2:7][CH2:6][N:5]([C:8]([O:10][C:11]([CH3:14])([CH3:13])[CH3:12])=[O:9])[CH2:4][CH:3]1[NH:15][C:16](=[O:27])[C:17]1[CH:22]=[CH:21][C:20]([C:23]([F:26])([F:25])[F:24])=[CH:19][CH:18]=1.CC(OI1(OC(C)=O)(OC(C)=O)OC(=O)C2C=CC=CC1=2)=O.C(OC(=O)CC(C)=O)C. Product: [O:1]=[C:2]1[CH2:7][CH2:6][N:5]([C:8]([O:10][C:11]([CH3:13])([CH3:14])[CH3:12])=[O:9])[CH2:4][CH:3]1[NH:15][C:16](=[O:27])[C:17]1[CH:18]=[CH:19][C:20]([C:23]([F:26])([F:24])[F:25])=[CH:21][CH:22]=1. The catalyst class is: 2. (5) Reactant: [CH2:1]([NH:3][C:4]([NH:6][C:7]1[S:8][C:9]2[C:15](/[CH:16]=[N:17]/[O:18][CH3:19])=[CH:14][C:13]([OH:20])=[CH:12][C:10]=2[N:11]=1)=[O:5])[CH3:2].C(N(CC)CC)C.C1C=CC(N([S:35]([C:38]([F:41])([F:40])[F:39])(=[O:37])=[O:36])[S:35]([C:38]([F:41])([F:40])[F:39])(=[O:37])=[O:36])=CC=1. Product: [F:39][C:38]([F:41])([F:40])[S:35]([O:20][C:13]1[CH:14]=[C:15](/[CH:16]=[N:17]/[O:18][CH3:19])[C:9]2[S:8][C:7]([NH:6][C:4]([NH:3][CH2:1][CH3:2])=[O:5])=[N:11][C:10]=2[CH:12]=1)(=[O:37])=[O:36]. The catalyst class is: 3. (6) Reactant: BrC1C=CC(CCC(C)(S(C)(=O)=O)C(O)=O)=CC=1.C([O:21][C:22](=[O:39])[C:23]([S:35]([CH3:38])(=[O:37])=[O:36])([CH3:34])[CH2:24][CH2:25][C:26]1[CH:31]=[CH:30][C:29]([Br:32])=[CH:28][C:27]=1[CH3:33])C.[OH-].[Li+]. Product: [Br:32][C:29]1[CH:30]=[CH:31][C:26]([CH2:25][CH2:24][C:23]([CH3:34])([S:35]([CH3:38])(=[O:37])=[O:36])[C:22]([OH:39])=[O:21])=[C:27]([CH3:33])[CH:28]=1. The catalyst class is: 6. (7) Reactant: [Cl:1][C:2]1[CH:7]=[CH:6][CH:5]=[CH:4][C:3]=1[N:8]1[C:16]2[NH:15][CH2:14][CH2:13][CH2:12][C:11]=2[CH:10]=[C:9]1[C:17]1[CH:22]=[CH:21][C:20]([O:23][CH3:24])=[CH:19][CH:18]=1.[CH3:25][S:26](Cl)(=[O:28])=[O:27]. Product: [Cl:1][C:2]1[CH:7]=[CH:6][CH:5]=[CH:4][C:3]=1[N:8]1[C:12]2[CH2:13][CH2:14][N:15]([S:26]([CH3:25])(=[O:28])=[O:27])[CH2:16][C:11]=2[CH:10]=[C:9]1[C:17]1[CH:18]=[CH:19][C:20]([O:23][CH3:24])=[CH:21][CH:22]=1. The catalyst class is: 4.